The task is: Predict the product of the given reaction.. This data is from Forward reaction prediction with 1.9M reactions from USPTO patents (1976-2016). (1) Given the reactants CO[C:3]([C:5]1[CH:10]=[N:9][CH:8]=[CH:7][N:6]=1)=[NH:4].CS(O)(=O)=O.[Cl:16][C:17]1[CH:42]=[CH:41][CH:40]=[CH:39][C:18]=1[O:19][C:20]1[CH:21]=[C:22](N)[C:23]([NH2:37])=[CH:24][C:25]=1[O:26][C:27]1[CH:28]=[N:29][C:30]([S:33]([CH3:36])(=[O:35])=[O:34])=[CH:31][CH:32]=1, predict the reaction product. The product is: [Cl:16][C:17]1[CH:42]=[CH:41][CH:40]=[CH:39][C:18]=1[O:19][C:20]1[C:25]([O:26][C:27]2[CH:28]=[N:29][C:30]([S:33]([CH3:36])(=[O:34])=[O:35])=[CH:31][CH:32]=2)=[CH:24][C:23]2[NH:37][C:3]([C:5]3[CH:10]=[N:9][CH:8]=[CH:7][N:6]=3)=[N:4][C:22]=2[CH:21]=1. (2) Given the reactants [S:1]1[C:5]2[CH:6]=[CH:7][CH:8]=[CH:9][C:4]=2[NH:3][CH2:2]1.NC1C=CC=CC=1S.C=O.[C:20]([C:22]1[CH:23]=[C:24]([CH:28]=[C:29]([CH2:33][CH3:34])[C:30]=1[O:31][CH3:32])[C:25](Cl)=[O:26])#[N:21], predict the reaction product. The product is: [C:20]([C:22]1[CH:23]=[C:24]([CH:28]=[C:29]([CH2:33][CH3:34])[C:30]=1[O:31][CH3:32])[C:25]([N:3]1[C:4]2[CH:9]=[CH:8][CH:7]=[CH:6][C:5]=2[S:1][CH2:2]1)=[O:26])#[N:21]. (3) Given the reactants [OH-].[Li+].[Cl:3][C:4]1[C:9]([C:10]([NH:12][C:13]2[CH:18]=[CH:17][C:16]([CH2:19][C:20]([O:22]CC)=[O:21])=[CH:15][CH:14]=2)=[O:11])=[C:8]([F:25])[C:7]([O:26][CH2:27][C:28]2[CH:33]=[CH:32][CH:31]=[C:30]([Cl:34])[CH:29]=2)=[CH:6][CH:5]=1.O, predict the reaction product. The product is: [Cl:3][C:4]1[C:9]([C:10]([NH:12][C:13]2[CH:18]=[CH:17][C:16]([CH2:19][C:20]([OH:22])=[O:21])=[CH:15][CH:14]=2)=[O:11])=[C:8]([F:25])[C:7]([O:26][CH2:27][C:28]2[CH:33]=[CH:32][CH:31]=[C:30]([Cl:34])[CH:29]=2)=[CH:6][CH:5]=1. (4) Given the reactants [CH3:1][C:2]1(O)[CH2:5][CH2:4][CH2:3]1.S(=O)(=O)(O)O.[Br:12][C:13]1[CH:14]=[C:15]2[C:19](=[C:20]([CH3:22])[CH:21]=1)[NH:18][N:17]=[CH:16]2.C(=O)(O)[O-].[Na+], predict the reaction product. The product is: [Br:12][C:13]1[CH:21]=[C:20]([CH3:22])[C:19]2[C:15](=[CH:16][N:17]([C:2]3([CH3:1])[CH2:5][CH2:4][CH2:3]3)[N:18]=2)[CH:14]=1. (5) Given the reactants C([O:3][C:4](=[O:35])[CH2:5][C:6]1[C:7]([CH3:34])=[C:8]([S:17][C:18]2[CH:23]=[CH:22][C:21]([S:24]([N:27]3[CH2:32][CH2:31][N:30]([CH3:33])[CH2:29][CH2:28]3)(=[O:26])=[O:25])=[CH:20][CH:19]=2)[N:9]2[C:14]=1[CH:13]=[CH:12][C:11]([C:15]#[N:16])=[CH:10]2)C.[OH-].[Li+], predict the reaction product. The product is: [C:15]([C:11]1[CH:12]=[CH:13][C:14]2[N:9]([C:8]([S:17][C:18]3[CH:19]=[CH:20][C:21]([S:24]([N:27]4[CH2:32][CH2:31][N:30]([CH3:33])[CH2:29][CH2:28]4)(=[O:25])=[O:26])=[CH:22][CH:23]=3)=[C:7]([CH3:34])[C:6]=2[CH2:5][C:4]([OH:35])=[O:3])[CH:10]=1)#[N:16]. (6) Given the reactants C(O)=O.C1N=CN([C:9]([N:11]2C=N[CH:13]=[CH:12]2)=[O:10])C=1.[N+](C[C:19]([O:21][CH2:22][CH3:23])=[O:20])#[C-].CCN(CC)CC, predict the reaction product. The product is: [CH2:22]([O:21][C:19]([C:12]1[N:11]=[CH:9][O:10][CH:13]=1)=[O:20])[CH3:23]. (7) The product is: [CH:33]1[C:27]2[N:26]3[C:22]([C@@H:18]4[C@H:19]([CH3:21])[CH2:20][C@H:16]([NH2:8])[CH2:17]4)=[CH:23][N:24]=[C:25]3[CH:30]=[N:29][C:28]=2[NH:31][CH:32]=1. Given the reactants C([N:8]([C@H:16]1[CH2:20][C@@H:19]([CH3:21])[C@@H:18]([C:22]2[N:26]3[C:27]4[CH:33]=[CH:32][NH:31][C:28]=4[N:29]=[CH:30][C:25]3=[N:24][CH:23]=2)[CH2:17]1)CC1C=CC=CC=1)C1C=CC=CC=1.C(O)C, predict the reaction product. (8) The product is: [Br:8][C:6]1[CH:5]=[C:4]([C:9]([CH3:13])([CH3:12])[C:10]#[N:11])[CH:3]=[C:2]([B:16]2[O:20][C:19]([CH3:22])([CH3:21])[C:18]([CH3:24])([CH3:23])[O:17]2)[CH:7]=1. Given the reactants Br[C:2]1[CH:3]=[C:4]([C:9]([CH3:13])([CH3:12])[C:10]#[N:11])[CH:5]=[C:6]([Br:8])[CH:7]=1.CO[B:16]1[O:20][C:19]([CH3:22])([CH3:21])[C:18]([CH3:24])([CH3:23])[O:17]1, predict the reaction product. (9) Given the reactants [Cl:1][C:2]1[N:3]=[N:4][C:5]([N:8]2[CH2:13][CH2:12][N:11]([CH:14]3[CH2:16][CH2:15]3)[CH2:10][CH2:9]2)=[CH:6][CH:7]=1.[CH3:17][N:18]1[C:23]2[CH:24]=[CH:25][C:26](B3OC(C)(C)C(C)(C)O3)=[CH:27][C:22]=2[O:21][CH2:20][CH2:19]1, predict the reaction product. The product is: [ClH:1].[ClH:1].[CH:14]1([N:11]2[CH2:12][CH2:13][N:8]([C:5]3[N:4]=[N:3][C:2]([C:26]4[CH:25]=[CH:24][C:23]5[N:18]([CH3:17])[CH2:19][CH2:20][O:21][C:22]=5[CH:27]=4)=[CH:7][CH:6]=3)[CH2:9][CH2:10]2)[CH2:16][CH2:15]1. (10) Given the reactants [CH2:1]([O:5][C:6]([C:8]1[N:13]=[C:12](Br)[C:11]2[C:15]([CH3:18])=[N:16][S:17][C:10]=2[C:9]=1[OH:19])=[O:7])[CH2:2][CH2:3][CH3:4].C([O-])=O.[NH4+], predict the reaction product. The product is: [CH2:1]([O:5][C:6]([C:8]1[N:13]=[CH:12][C:11]2[C:15]([CH3:18])=[N:16][S:17][C:10]=2[C:9]=1[OH:19])=[O:7])[CH2:2][CH2:3][CH3:4].